This data is from Full USPTO retrosynthesis dataset with 1.9M reactions from patents (1976-2016). The task is: Predict the reactants needed to synthesize the given product. (1) Given the product [CH3:30][O:29][C:28]1[N:44]=[C:42]([NH:43][C:38]([NH:15][C:12]2[CH:13]=[CH:14][C:9]([B:4]3[O:3][C:2]([CH3:16])([CH3:1])[C:6]([CH3:7])([CH3:8])[O:5]3)=[CH:10][CH:11]=2)=[O:37])[CH:41]=[N:40][CH:39]=1, predict the reactants needed to synthesize it. The reactants are: [CH3:1][C:2]1([CH3:16])[C:6]([CH3:8])([CH3:7])[O:5][B:4]([C:9]2[CH:14]=[CH:13][C:12]([NH2:15])=[CH:11][CH:10]=2)[O:3]1.C(N(CC)CC)C.ClC(Cl)(O[C:28](=O)[O:29][C:30](Cl)(Cl)Cl)Cl.C[O:37][C:38]1[N:43]=[C:42]([NH2:44])[CH:41]=[N:40][CH:39]=1. (2) Given the product [CH3:13][N:12]([CH3:14])[C@@H:9]1[CH2:10][CH2:11][N:7]([C:5]([CH:3]2[CH2:4][N:1]([C:18]([C:17]3[CH:21]=[C:22]([CH:23]=[CH:24][C:16]=3[F:15])[CH:25]=[O:26])=[O:19])[CH2:2]2)=[O:6])[CH2:8]1, predict the reactants needed to synthesize it. The reactants are: [NH:1]1[CH2:4][CH:3]([C:5]([N:7]2[CH2:11][CH2:10][C@@H:9]([N:12]([CH3:14])[CH3:13])[CH2:8]2)=[O:6])[CH2:2]1.[F:15][C:16]1[CH:24]=[CH:23][C:22]([CH:25]=[O:26])=[CH:21][C:17]=1[C:18](O)=[O:19].F[P-](F)(F)(F)(F)F.N1(OC(N(C)C)=[N+](C)C)C2C=CC=CC=2N=N1.C(N(CC)C(C)C)(C)C. (3) Given the product [N:17]1([CH2:16][C:13]2[CH:14]=[CH:15][NH:11][C:12]=2[CH:4]=[O:5])[CH2:18][CH2:19][O:20][CH2:21][CH2:22]1, predict the reactants needed to synthesize it. The reactants are: CN([CH:4]=[O:5])C.O=P(Cl)(Cl)Cl.[NH:11]1[CH:15]=[CH:14][C:13]([CH2:16][N:17]2[CH2:22][CH2:21][O:20][CH2:19][CH2:18]2)=[CH:12]1.C([O-])(=O)C.[Na+].[OH-].[Na+]. (4) The reactants are: [Cl:1][C:2]1[CH:7]=[C:6]([Cl:8])[CH:5]=[CH:4][C:3]=1[C:9](=[O:22])[CH2:10][N:11]1[C:19](=[O:20])[C:18]2[C:13](=[CH:14][CH:15]=[CH:16][CH:17]=2)[C:12]1=[O:21]. Given the product [Cl:1][C:2]1[CH:7]=[C:6]([Cl:8])[CH:5]=[CH:4][C:3]=1[C:9](=[O:22])[C:10]([N:11]1[C:19](=[O:20])[C:18]2[C:13](=[CH:14][CH:15]=[CH:16][CH:17]=2)[C:12]1=[O:21])=[CH:10][N:11]([CH3:19])[CH3:12], predict the reactants needed to synthesize it. (5) Given the product [CH:46]([C:49]1[CH:50]=[C:51]([NH:57][C:2]2[C:7]([C:8]3[N:13]=[C:12]([CH3:14])[N:11]=[C:10]([N:15]([CH2:16][C:17]4[CH:18]=[CH:19][C:20]([O:23][CH3:24])=[CH:21][CH:22]=4)[CH2:25][C:26]4[CH:27]=[CH:28][C:29]([O:32][CH3:33])=[CH:30][CH:31]=4)[N:9]=3)=[CH:6][C:5]([C@H:34]([N:36]3[CH2:37][CH2:38][N:39]([S:42]([CH3:45])(=[O:44])=[O:43])[CH2:40][CH2:41]3)[CH3:35])=[CH:4][N:3]=2)[CH:52]=[N:53][C:54]=1[O:55][CH3:56])([CH3:48])[CH3:47], predict the reactants needed to synthesize it. The reactants are: F[C:2]1[C:7]([C:8]2[N:13]=[C:12]([CH3:14])[N:11]=[C:10]([N:15]([CH2:25][C:26]3[CH:31]=[CH:30][C:29]([O:32][CH3:33])=[CH:28][CH:27]=3)[CH2:16][C:17]3[CH:22]=[CH:21][C:20]([O:23][CH3:24])=[CH:19][CH:18]=3)[N:9]=2)=[CH:6][C:5]([C@H:34]([N:36]2[CH2:41][CH2:40][N:39]([S:42]([CH3:45])(=[O:44])=[O:43])[CH2:38][CH2:37]2)[CH3:35])=[CH:4][N:3]=1.[CH:46]([C:49]1[CH:50]=[C:51]([NH2:57])[CH:52]=[N:53][C:54]=1[O:55][CH3:56])([CH3:48])[CH3:47].C[Si]([N-][Si](C)(C)C)(C)C.[Li+]. (6) Given the product [Br:18][C:9]1[N:5]([CH2:4][C:3]2[C:2]([F:1])=[CH:14][CH:13]=[CH:12][C:11]=2[F:15])[N:6]=[CH:7][CH:8]=1, predict the reactants needed to synthesize it. The reactants are: [F:1][C:2]1[CH:14]=[CH:13][CH:12]=[C:11]([F:15])[C:3]=1[CH2:4][N:5]1[CH2:9][CH:8]=[CH:7][N:6]1O.P(Br)(Br)([Br:18])=O. (7) Given the product [CH:1]([C:3]1[CH:4]=[N:5][N:6]2[CH:11]=[CH:10][C:9]([C:12]([OH:14])=[O:13])=[CH:8][C:7]=12)=[O:2], predict the reactants needed to synthesize it. The reactants are: [CH:1]([C:3]1[CH:4]=[N:5][N:6]2[CH:11]=[CH:10][C:9]([C:12]([O:14]C)=[O:13])=[CH:8][C:7]=12)=[O:2]. (8) Given the product [O:1]1[C:8]2[CH:7]=[C:6]([C:9]([O:11][CH:18]([O:17][C:12](=[O:16])[CH:13]([CH3:15])[CH3:14])[CH:19]([CH3:21])[CH3:20])=[O:10])[NH:5][C:4]=2[CH:3]=[CH:2]1, predict the reactants needed to synthesize it. The reactants are: [O:1]1[C:8]2[CH:7]=[C:6]([C:9]([OH:11])=[O:10])[NH:5][C:4]=2[CH:3]=[CH:2]1.[C:12]([O:17][CH:18](Cl)[CH:19]([CH3:21])[CH3:20])(=[O:16])[CH:13]([CH3:15])[CH3:14].